Dataset: Forward reaction prediction with 1.9M reactions from USPTO patents (1976-2016). Task: Predict the product of the given reaction. (1) Given the reactants [H-].[Na+].[Br:3][C:4]1[C:9]([OH:10])=[C:8]([CH2:11][CH2:12][N:13]2[CH2:18][CH2:17][N:16]([C:19]3[CH:28]=[CH:27][CH:26]=[C:25]4[C:20]=3[CH:21]=[CH:22][C:23]([CH3:29])=[N:24]4)[CH2:15][CH2:14]2)[C:7](F)=[CH:6][CH:5]=1.Br[CH:32]([CH3:36])[C:33]([NH2:35])=[O:34], predict the reaction product. The product is: [Br:3][C:4]1[CH:5]=[CH:6][CH:7]=[C:8]([CH2:11][CH2:12][N:13]2[CH2:18][CH2:17][N:16]([C:19]3[CH:28]=[CH:27][CH:26]=[C:25]4[C:20]=3[CH:21]=[CH:22][C:23]([CH3:29])=[N:24]4)[CH2:15][CH2:14]2)[C:9]=1[O:10][CH:32]([CH3:36])[C:33]([NH2:35])=[O:34]. (2) Given the reactants [Cl:1][C:2]1[C:3]([N:27]([CH3:31])[CH2:28][CH2:29][CH3:30])=[CH:4][C:5]2[N:11]=[C:10]([C:12]3[CH:17]=[CH:16][CH:15]=[C:14]([N:18]4[C:22]([CH2:23]O)=[CH:21][N:20]=[N:19]4)[CH:13]=3)[CH2:9][C:8](=[O:25])[NH:7][C:6]=2[CH:26]=1.S(Cl)(Cl)=O.[Cl-].[CH2:37]([NH:39][CH2:40][CH3:41])[CH3:38], predict the reaction product. The product is: [Cl:1][C:2]1[C:3]([N:27]([CH3:31])[CH2:28][CH2:29][CH3:30])=[CH:4][C:5]2[N:11]=[C:10]([C:12]3[CH:17]=[CH:16][CH:15]=[C:14]([N:18]4[C:22]([CH2:23][N:39]([CH2:40][CH3:41])[CH2:37][CH3:38])=[CH:21][N:20]=[N:19]4)[CH:13]=3)[CH2:9][C:8](=[O:25])[NH:7][C:6]=2[CH:26]=1. (3) Given the reactants [C:1]([NH:4][CH:5]1[CH2:10][CH2:9][N:8](CC2C=CC=CC=2)[CH2:7][C:6]1([CH3:19])[CH3:18])(=[O:3])[CH3:2], predict the reaction product. The product is: [C:1]([NH:4][CH:5]1[CH2:10][CH2:9][NH:8][CH2:7][C:6]1([CH3:19])[CH3:18])(=[O:3])[CH3:2]. (4) The product is: [CH3:26][S:23]([C:21]1[CH:20]=[C:19]2[C:15]([CH:16]=[CH:17][NH:18]2)=[C:14]([C:4]2[N:3]=[C:2]([NH:27][CH2:28][CH2:29][C:30]3[CH:31]=[N:32][CH:33]=[CH:34][CH:35]=3)[CH:7]=[C:6]([N:8]3[CH2:13][CH2:12][O:11][CH2:10][CH2:9]3)[N:5]=2)[CH:22]=1)(=[O:25])=[O:24]. Given the reactants Cl[C:2]1[CH:7]=[C:6]([N:8]2[CH2:13][CH2:12][O:11][CH2:10][CH2:9]2)[N:5]=[C:4]([C:14]2[CH:22]=[C:21]([S:23]([CH3:26])(=[O:25])=[O:24])[CH:20]=[C:19]3[C:15]=2[CH:16]=[CH:17][NH:18]3)[N:3]=1.[NH2:27][CH2:28][CH2:29][C:30]1[CH:31]=[N:32][CH:33]=[CH:34][CH:35]=1, predict the reaction product.